Task: Predict the product of the given reaction.. Dataset: Forward reaction prediction with 1.9M reactions from USPTO patents (1976-2016) (1) Given the reactants ClC1C(Cl)=C(C)NC=1C(NC1CCN(C2SC(C#N)=C(O)N=2)CC1)=O.[Cl:26][C:27]1[C:31]([Cl:32])=[C:30]([C:33]#[N:34])[NH:29][C:28]=1[C:35]([NH:37][CH:38]1[CH2:43][CH2:42][N:41]([C:44]2[C:53]3[C:48](=[CH:49][CH:50]=[CH:51][CH:52]=3)[N:47]=[C:46]([C:54]([O:56]C)=[O:55])[CH:45]=2)[CH2:40][CH2:39]1)=[O:36], predict the reaction product. The product is: [Cl:26][C:27]1[C:31]([Cl:32])=[C:30]([C:33]#[N:34])[NH:29][C:28]=1[C:35]([NH:37][CH:38]1[CH2:43][CH2:42][N:41]([C:44]2[C:53]3[C:48](=[CH:49][CH:50]=[CH:51][CH:52]=3)[N:47]=[C:46]([C:54]([OH:56])=[O:55])[CH:45]=2)[CH2:40][CH2:39]1)=[O:36]. (2) Given the reactants [CH3:1][O:2][C:3]1[CH:18]=[CH:17][CH:16]=[CH:15][C:4]=1[C:5]([NH:7][C:8]1[CH:13]=[CH:12][C:11]([CH3:14])=[CH:10][CH:9]=1)=[NH:6].C([O-])(O)=O.[Na+].Br[CH2:25][C:26](=[O:32])[C:27]([O:29][CH2:30][CH3:31])=[O:28], predict the reaction product. The product is: [CH2:30]([O:29][C:27]([C:26]1([OH:32])[CH2:25][N:7]([C:8]2[CH:13]=[CH:12][C:11]([CH3:14])=[CH:10][CH:9]=2)[C:5]([C:4]2[CH:15]=[CH:16][CH:17]=[CH:18][C:3]=2[O:2][CH3:1])=[N:6]1)=[O:28])[CH3:31]. (3) The product is: [CH3:1][O:2][C:3]1[CH:4]=[CH:5][C:6]([CH2:7][O:8][C:9]2[CH:10]=[C:11]([CH:15]=[CH:16][CH:17]=2)[C:12]([NH:24][C:25]2[CH:30]=[CH:29][CH:28]=[CH:27][C:26]=2[S:31](=[O:33])(=[O:32])[NH2:34])=[O:14])=[CH:18][CH:19]=1. Given the reactants [CH3:1][O:2][C:3]1[CH:19]=[CH:18][C:6]([CH2:7][O:8][C:9]2[CH:10]=[C:11]([CH:15]=[CH:16][CH:17]=2)[C:12]([OH:14])=O)=[CH:5][CH:4]=1.S(Cl)(Cl)=O.[NH2:24][C:25]1[CH:30]=[CH:29][CH:28]=[CH:27][C:26]=1[S:31]([NH2:34])(=[O:33])=[O:32], predict the reaction product.